From a dataset of Full USPTO retrosynthesis dataset with 1.9M reactions from patents (1976-2016). Predict the reactants needed to synthesize the given product. (1) Given the product [NH:19]1[C:20]2[C:16](=[CH:15][C:14]([CH:7]([C:8]3[CH:9]=[CH:10][CH:11]=[CH:12][CH:13]=3)[CH2:6][CH2:5][NH:4][CH3:3])=[CH:22][CH:21]=2)[CH:17]=[CH:18]1, predict the reactants needed to synthesize it. The reactants are: CO[C:3](=O)[NH:4][CH2:5][CH2:6][CH:7]([C:14]1[CH:15]=[C:16]2[C:20](=[CH:21][CH:22]=1)[NH:19][CH:18]=[CH:17]2)[C:8]1[CH:13]=[CH:12][CH:11]=[CH:10][CH:9]=1.[H-].[H-].[H-].[H-].[Li+].[Al+3]. (2) Given the product [CH3:37][C:8]1[CH:9]=[CH:10][C:11]([CH:13]2[CH2:18][CH2:17][CH2:16][N:15]([C:19]([C:21]3[S:25][C:24]([C:26]4[CH:31]=[CH:30][C:29]([C:32]([F:35])([F:33])[F:34])=[CH:28][CH:27]=4)=[N:23][C:22]=3[CH3:36])=[O:20])[CH2:14]2)=[CH:12][C:7]=1[NH:6][CH2:5][C:4]([OH:38])=[O:3], predict the reactants needed to synthesize it. The reactants are: C([O:3][C:4](=[O:38])[CH2:5][NH:6][C:7]1[CH:12]=[C:11]([CH:13]2[CH2:18][CH2:17][CH2:16][N:15]([C:19]([C:21]3[S:25][C:24]([C:26]4[CH:31]=[CH:30][C:29]([C:32]([F:35])([F:34])[F:33])=[CH:28][CH:27]=4)=[N:23][C:22]=3[CH3:36])=[O:20])[CH2:14]2)[CH:10]=[CH:9][C:8]=1[CH3:37])C.C(=O)([O-])[O-].[K+].[K+].CO. (3) Given the product [C:5]([CH:4]([C:3]#[N:7])[C:9]([CH3:14])([C:15]1[N:16]=[C:17]([CH3:20])[O:18][CH:19]=1)[C:10]([O:12][CH3:13])=[O:11])#[N:6], predict the reactants needed to synthesize it. The reactants are: [H-].[Na+].[C:3](#[N:7])[CH2:4][C:5]#[N:6].Br[C:9]([C:15]1[N:16]=[C:17]([CH3:20])[O:18][CH:19]=1)([CH3:14])[C:10]([O:12][CH3:13])=[O:11]. (4) Given the product [CH3:22][O:21][CH2:20][O:19][C:14]1[CH:13]=[C:12]([O:11][S:8]([C:5]2[CH:6]=[CH:7][C:2]([CH3:1])=[CH:3][CH:4]=2)(=[O:10])=[O:9])[CH:17]=[CH:16][C:15]=1[B:35]([OH:40])[OH:36], predict the reactants needed to synthesize it. The reactants are: [CH3:1][C:2]1[CH:7]=[CH:6][C:5]([S:8]([O:11][C:12]2[CH:17]=[CH:16][C:15](Br)=[C:14]([O:19][CH2:20][O:21][CH3:22])[CH:13]=2)(=[O:10])=[O:9])=[CH:4][CH:3]=1.C1COCC1.C1(C)C=CC=CC=1.[B:35](OC(C)C)([O:40]C(C)C)[O:36]C(C)C.[Li]CCCC. (5) The reactants are: [Cl:1][C:2]1[C:7]([C:8]#[N:9])=[C:6]([Cl:10])[N:5]=[C:4]([NH:11]C(=O)OC(C)(C)C)[CH:3]=1.C(O)(C(F)(F)F)=O. Given the product [NH2:11][C:4]1[CH:3]=[C:2]([Cl:1])[C:7]([C:8]#[N:9])=[C:6]([Cl:10])[N:5]=1, predict the reactants needed to synthesize it. (6) Given the product [Br:1][C:2]1[C:3]([O:22][C:19]2[CH:18]=[CH:17][C:16]([NH:15][C:10]3[CH:11]=[CH:12][CH:13]=[CH:14][N:9]=3)=[CH:21][CH:20]=2)=[N:4][CH:5]=[CH:6][CH:7]=1, predict the reactants needed to synthesize it. The reactants are: [Br:1][C:2]1[C:3](Cl)=[N:4][CH:5]=[CH:6][CH:7]=1.[N:9]1[CH:14]=[CH:13][CH:12]=[CH:11][C:10]=1[NH:15][C:16]1[CH:21]=[CH:20][C:19]([OH:22])=[CH:18][CH:17]=1.C(=O)([O-])[O-].[Cs+].[Cs+]. (7) Given the product [C:1]([O:5][C:6](=[O:12])[CH:7]([NH:11][S:27]([C:24]1[CH:23]=[CH:22][C:21]([O:19][CH3:20])=[CH:26][CH:25]=1)(=[O:29])=[O:28])[CH:8]([CH3:9])[CH3:10])([CH3:2])([CH3:4])[CH3:3], predict the reactants needed to synthesize it. The reactants are: [C:1]([O:5][C:6](=[O:12])[CH:7]([NH2:11])[CH:8]([CH3:10])[CH3:9])([CH3:4])([CH3:3])[CH3:2].N1C=CC=CC=1.[O:19]([C:21]1[CH:26]=[CH:25][C:24]([S:27](Cl)(=[O:29])=[O:28])=[CH:23][CH:22]=1)[CH3:20].CCOC(C)=O.CCCCCC.